This data is from Forward reaction prediction with 1.9M reactions from USPTO patents (1976-2016). The task is: Predict the product of the given reaction. (1) Given the reactants [Cl:1][C:2]1[CH:3]=[C:4]([N:13]([CH3:20])[CH:14]2[CH2:19][CH2:18][O:17][CH2:16][CH2:15]2)[C:5]([CH2:11][CH3:12])=[C:6]([CH:10]=1)[C:7]([OH:9])=O.CN(C(ON1N=NC2C=CC=CC1=2)=[N+](C)C)C.F[P-](F)(F)(F)(F)F.C(N(C(C)C)C(C)C)C.[NH2:54][CH2:55][C:56]1[C:57](=[O:64])[NH:58][C:59]([CH3:63])=[CH:60][C:61]=1[CH3:62], predict the reaction product. The product is: [Cl:1][C:2]1[CH:3]=[C:4]([N:13]([CH3:20])[CH:14]2[CH2:19][CH2:18][O:17][CH2:16][CH2:15]2)[C:5]([CH2:11][CH3:12])=[C:6]([CH:10]=1)[C:7]([NH:54][CH2:55][C:56]1[C:57](=[O:64])[NH:58][C:59]([CH3:63])=[CH:60][C:61]=1[CH3:62])=[O:9]. (2) Given the reactants [N:1]1([C:9]2[CH:14]=[CH:13][C:12]([C:15]3[CH:20]=[CH:19][C:18]([O:21][CH2:22][CH2:23][O:24][CH2:25][CH2:26][CH2:27][CH3:28])=[CH:17][CH:16]=3)=[CH:11][C:10]=2/[CH:29]=[CH:30]/[C:31](O)=[O:32])[CH2:8][CH2:7][CH2:6][CH2:5][CH2:4][CH2:3][CH2:2]1.C(Cl)(=O)C(Cl)=O.[CH2:40]([N:43]1[C:47]([CH2:48][S@@:49]([C:51]2[CH:57]=[CH:56][C:54]([NH2:55])=[CH:53][CH:52]=2)=[O:50])=[CH:46][N:45]=[CH:44]1)[CH2:41][CH3:42].C(N(CC)CC)C, predict the reaction product. The product is: [N:1]1([C:9]2[CH:14]=[CH:13][C:12]([C:15]3[CH:16]=[CH:17][C:18]([O:21][CH2:22][CH2:23][O:24][CH2:25][CH2:26][CH2:27][CH3:28])=[CH:19][CH:20]=3)=[CH:11][C:10]=2/[CH:29]=[CH:30]/[C:31]([NH:55][C:54]2[CH:53]=[CH:52][C:51]([S@:49]([CH2:48][C:47]3[N:43]([CH2:40][CH2:41][CH3:42])[CH:44]=[N:45][CH:46]=3)=[O:50])=[CH:57][CH:56]=2)=[O:32])[CH2:8][CH2:7][CH2:6][CH2:5][CH2:4][CH2:3][CH2:2]1. (3) Given the reactants [ClH:1].Cl.[NH:3]1[CH2:8][CH2:7][CH:6]([O:9][NH2:10])[CH2:5][CH2:4]1.[CH3:11][C@:12]12[CH2:29][CH2:28][C@H:27]3[C@@H:17]([CH2:18][C:19](=[O:31])[CH:20]4[C@:25]3([CH3:26])[CH2:24][CH2:23][C:22](=O)[CH2:21]4)[C@@H:16]1[CH2:15][CH2:14][C:13]2=[O:32].[Na+].[Cl-], predict the reaction product. The product is: [ClH:1].[NH:3]1[CH2:8][CH2:7][CH:6]([O:9][N:10]=[C:22]2[CH2:23][CH2:24][C@@:25]3([CH3:26])[CH:20]([C:19](=[O:31])[CH2:18][C@@H:17]4[C@@H:27]3[CH2:28][CH2:29][C@@:12]3([CH3:11])[C@H:16]4[CH2:15][CH2:14][C:13]3=[O:32])[CH2:21]2)[CH2:5][CH2:4]1. (4) Given the reactants [CH:1]1([CH2:4][N:5]2[CH2:10][CH2:9][NH:8][CH2:7][CH2:6]2)[CH2:3][CH2:2]1.Cl[C:12]1[N:13]=[N:14][C:15]([C:18]2[CH:23]=[CH:22][C:21]([Cl:24])=[CH:20][CH:19]=2)=[CH:16][CH:17]=1, predict the reaction product. The product is: [Cl:24][C:21]1[CH:20]=[CH:19][C:18]([C:15]2[N:14]=[N:13][C:12]([N:8]3[CH2:9][CH2:10][N:5]([CH2:4][CH:1]4[CH2:3][CH2:2]4)[CH2:6][CH2:7]3)=[CH:17][CH:16]=2)=[CH:23][CH:22]=1.